Dataset: Catalyst prediction with 721,799 reactions and 888 catalyst types from USPTO. Task: Predict which catalyst facilitates the given reaction. Reactant: [I:1][C:2]1[CH:3]=[C:4]2[C:8](=[CH:9][CH:10]=1)[NH:7][C:6](=[O:11])[C:5]2=O.[N+:13]([C:16]1[O:20][C:19]([C:21]([NH:23][NH2:24])=[O:22])=[CH:18][CH:17]=1)([O-:15])=[O:14]. Product: [I:1][C:2]1[CH:3]=[C:4]2[C:8](=[CH:9][CH:10]=1)[NH:7][C:6](=[O:11])[C:5]2=[N:24][NH:23][C:21]([C:19]1[O:20][C:16]([N+:13]([O-:15])=[O:14])=[CH:17][CH:18]=1)=[O:22]. The catalyst class is: 15.